This data is from Reaction yield outcomes from USPTO patents with 853,638 reactions. The task is: Predict the reaction yield, written as a fraction of the theoretical maximum amount of product (1.0 means a 100% yield; for example, 0.34 means a 34% yield). (1) The reactants are [C:12]([O:11][C:9](O[C:9]([O:11][C:12]([CH3:15])([CH3:14])[CH3:13])=[O:10])=[O:10])([CH3:15])([CH3:14])[CH3:13].[CH2:16]([NH2:19])[CH2:17][NH2:18]. The catalyst is ClCCl. The product is [NH2:18][CH2:17][CH2:16][NH:19][C:9]([O:11][C:12]([CH3:13])([CH3:14])[CH3:15])=[O:10]. The yield is 0.500. (2) The reactants are Br[C:2]1[CH:3]=[C:4]2[C:8](=[CH:9][CH:10]=1)[NH:7][N:6]=[C:5]2[C:11]#[N:12].[C:13]([O-:16])(=[O:15])C.[Na+].[CH3:18]N(C)C=O. The catalyst is CO.C1(P(C2C=CC=CC=2)[C-]2C=CC=C2)C=CC=CC=1.[C-]1(P(C2C=CC=CC=2)C2C=CC=CC=2)C=CC=C1.[Fe+2].[Pd](Cl)Cl. The product is [C:11]([C:5]1[C:4]2[C:8](=[CH:9][CH:10]=[C:2]([C:13]([O:16][CH3:18])=[O:15])[CH:3]=2)[NH:7][N:6]=1)#[N:12]. The yield is 0.680. (3) The reactants are [C:1]1([C:7]2[C:15]3[C:10](=[N:11][CH:12]=[C:13]([C:16]4[CH:17]=[C:18]([OH:22])[CH:19]=[CH:20][CH:21]=4)[CH:14]=3)[NH:9][CH:8]=2)[CH2:6][CH2:5][CH2:4][CH2:3][CH:2]=1. The yield is 0.370. The catalyst is CO.[Pd]. The product is [CH:1]1([C:7]2[C:15]3[C:10](=[N:11][CH:12]=[C:13]([C:16]4[CH:17]=[C:18]([OH:22])[CH:19]=[CH:20][CH:21]=4)[CH:14]=3)[NH:9][CH:8]=2)[CH2:2][CH2:3][CH2:4][CH2:5][CH2:6]1. (4) The reactants are [C:1]([C:3]1[CH:4]=[C:5]([NH:9][C:10]([C:12]2[O:13][CH:14]=[CH:15][C:16]=2[CH3:17])=[O:11])[CH:6]=[CH:7][CH:8]=1)#[CH:2].[NH2:18][C:19]1[C:28](I)=[CH:27][C:22]([C:23]([O:25][CH3:26])=[O:24])=[CH:21][N:20]=1.CCN(C(C)C)C(C)C. The catalyst is CN(C=O)C.CCOC(C)=O.Cl[Pd](Cl)([P](C1C=CC=CC=1)(C1C=CC=CC=1)C1C=CC=CC=1)[P](C1C=CC=CC=1)(C1C=CC=CC=1)C1C=CC=CC=1.[Cu]I. The product is [CH3:26][O:25][C:23](=[O:24])[C:22]1[CH:27]=[C:28]([C:2]#[C:1][C:3]2[CH:8]=[CH:7][CH:6]=[C:5]([NH:9][C:10]([C:12]3[O:13][CH:14]=[CH:15][C:16]=3[CH3:17])=[O:11])[CH:4]=2)[C:19]([NH2:18])=[N:20][CH:21]=1. The yield is 0.820. (5) The reactants are Br[CH:2]1[CH2:20][CH2:19][C:5]2=[CH:6][C:7]3[C:8]4[CH:17]=[CH:16][C:15]([Cl:18])=[CH:14][C:9]=4[CH2:10][O:11][C:12]=3[CH:13]=[C:4]2[C:3]1=[O:21].[C:22]([O:26][C:27]([N:29]1[C@@H:33]([CH3:34])[CH2:32][CH2:31][C@H:30]1[C:35]([OH:37])=[O:36])=[O:28])([CH3:25])([CH3:24])[CH3:23].CCN(C(C)C)C(C)C. The catalyst is CC#N.CCOC(C)=O. The product is [CH3:34][C@@H:33]1[N:29]([C:27]([O:26][C:22]([CH3:23])([CH3:25])[CH3:24])=[O:28])[C@H:30]([C:35]([O:37][CH:2]2[CH2:20][CH2:19][C:5]3=[CH:6][C:7]4[C:8]5[CH:17]=[CH:16][C:15]([Cl:18])=[CH:14][C:9]=5[CH2:10][O:11][C:12]=4[CH:13]=[C:4]3[C:3]2=[O:21])=[O:36])[CH2:31][CH2:32]1. The yield is 0.810.